This data is from Peptide-MHC class I binding affinity with 185,985 pairs from IEDB/IMGT. The task is: Regression. Given a peptide amino acid sequence and an MHC pseudo amino acid sequence, predict their binding affinity value. This is MHC class I binding data. (1) The MHC is HLA-B46:01 with pseudo-sequence HLA-B46:01. The peptide sequence is RADSMMLGY. The binding affinity (normalized) is 0.0847. (2) The MHC is HLA-B57:01 with pseudo-sequence HLA-B57:01. The binding affinity (normalized) is 0.643. The peptide sequence is NPVPVGNIY.